From a dataset of Reaction yield outcomes from USPTO patents with 853,638 reactions. Predict the reaction yield, written as a fraction of the theoretical maximum amount of product (1.0 means a 100% yield; for example, 0.34 means a 34% yield). (1) The reactants are Cl[C:2]1[N:10]=[C:9]2[C:5]([N:6]=[CH:7][N:8]2[CH2:11][O:12][CH2:13][CH2:14][Si:15]([CH3:18])([CH3:17])[CH3:16])=[C:4]([O:19][C:20]2[CH:21]=[C:22]([NH:26][C:27](=[O:30])[CH:28]=[CH2:29])[CH:23]=[CH:24][CH:25]=2)[N:3]=1.[CH3:31][N:32]1[CH2:36][CH2:35][CH:34]([N:37]2[CH:41]=[C:40]([NH2:42])[CH:39]=[N:38]2)[CH2:33]1.CC1(C)C2C(=C(P(C3C=CC=CC=3)C3C=CC=CC=3)C=CC=2)OC2C(P(C3C=CC=CC=3)C3C=CC=CC=3)=CC=CC1=2.C(=O)([O-])[O-].[Cs+].[Cs+]. The catalyst is O1CCOCC1.C1C=CC(/C=C/C(/C=C/C2C=CC=CC=2)=O)=CC=1.C1C=CC(/C=C/C(/C=C/C2C=CC=CC=2)=O)=CC=1.C1C=CC(/C=C/C(/C=C/C2C=CC=CC=2)=O)=CC=1.[Pd].[Pd]. The product is [CH3:31][N:32]1[CH2:36][CH2:35][CH:34]([N:37]2[CH:41]=[C:40]([NH:42][C:2]3[N:10]=[C:9]4[C:5]([N:6]=[CH:7][N:8]4[CH2:11][O:12][CH2:13][CH2:14][Si:15]([CH3:18])([CH3:17])[CH3:16])=[C:4]([O:19][C:20]4[CH:21]=[C:22]([NH:26][C:27](=[O:30])[CH:28]=[CH2:29])[CH:23]=[CH:24][CH:25]=4)[N:3]=3)[CH:39]=[N:38]2)[CH2:33]1. The yield is 1.00. (2) The reactants are [CH2:1]([O:8][C:9]1[CH:14]=[C:13]([O:15][CH2:16][C:17]2[CH:22]=[CH:21][CH:20]=[CH:19][CH:18]=2)[C:12]([CH:23]([CH3:25])[CH3:24])=[CH:11][C:10]=1[C:26]1[O:30][N:29]=[C:28]([C:31]([NH:33][CH2:34][CH3:35])=[O:32])[C:27]=1[C:36]1[CH:40]=[CH:39][NH:38][N:37]=1)[C:2]1[CH:7]=[CH:6][CH:5]=[CH:4][CH:3]=1.I[CH3:42]. No catalyst specified. The product is [CH2:1]([O:8][C:9]1[CH:14]=[C:13]([O:15][CH2:16][C:17]2[CH:18]=[CH:19][CH:20]=[CH:21][CH:22]=2)[C:12]([CH:23]([CH3:25])[CH3:24])=[CH:11][C:10]=1[C:26]1[O:30][N:29]=[C:28]([C:31]([NH:33][CH2:34][CH3:35])=[O:32])[C:27]=1[C:36]1[CH:40]=[CH:39][N:38]([CH3:42])[N:37]=1)[C:2]1[CH:7]=[CH:6][CH:5]=[CH:4][CH:3]=1. The yield is 0.830.